This data is from Full USPTO retrosynthesis dataset with 1.9M reactions from patents (1976-2016). The task is: Predict the reactants needed to synthesize the given product. (1) Given the product [C:45]([C:42]1[N:43]=[CH:44][C:39]([NH:38][C:35]2[N:36]=[CH:37][C:32]([NH:31][C:13](=[O:14])[CH2:12][N:11]([CH3:16])[CH3:10])=[C:33]([NH:47][CH2:48][CH:49]3[CH2:54][CH2:53][N:52]([C:55]([O:57][C:58]([CH3:61])([CH3:60])[CH3:59])=[O:56])[CH2:51][CH2:50]3)[CH:34]=2)=[N:40][CH:41]=1)#[N:46], predict the reactants needed to synthesize it. The reactants are: C(N(C(C)C)CC)(C)C.[CH3:10][N:11]([CH3:16])[CH2:12][C:13](O)=[O:14].C1C=CC2N(O)N=NC=2C=1.C(Cl)CCl.[NH2:31][C:32]1[C:33]([NH:47][CH2:48][CH:49]2[CH2:54][CH2:53][N:52]([C:55]([O:57][C:58]([CH3:61])([CH3:60])[CH3:59])=[O:56])[CH2:51][CH2:50]2)=[CH:34][C:35]([NH:38][C:39]2[CH:44]=[N:43][C:42]([C:45]#[N:46])=[CH:41][N:40]=2)=[N:36][CH:37]=1. (2) Given the product [C:1]([O:5][C:6]([N:8]1[CH2:12][CH2:11][C:10]([C:20]#[N:21])([OH:13])[CH2:9]1)=[O:7])([CH3:4])([CH3:2])[CH3:3], predict the reactants needed to synthesize it. The reactants are: [C:1]([O:5][C:6]([N:8]1[CH2:12][CH2:11][C:10](=[O:13])[CH2:9]1)=[O:7])([CH3:4])([CH3:3])[CH3:2].S(=O)(=O)(O)[O-].[Na+].[C-:20]#[N:21].[K+].